From a dataset of Forward reaction prediction with 1.9M reactions from USPTO patents (1976-2016). Predict the product of the given reaction. (1) Given the reactants [Na].[CH3:2][C:3]1[CH:11]=[CH:10][C:9]2[NH:8][C:7]3[CH:12]4[CH2:18][CH2:17][N:15]([CH2:16][C:6]=3[C:5]=2[CH:4]=1)[CH2:14][CH2:13]4.[F:19][C:20]([F:30])([F:29])[C:21]1[CH:26]=[CH:25][C:24]([CH:27]=[CH2:28])=[CH:23][N:22]=1.C1(C=CC(O)=CC=1)O, predict the reaction product. The product is: [CH3:2][C:3]1[CH:11]=[CH:10][C:9]2[N:8]([CH2:28][CH2:27][C:24]3[CH:23]=[N:22][C:21]([C:20]([F:30])([F:19])[F:29])=[CH:26][CH:25]=3)[C:7]3[CH:12]4[CH2:13][CH2:14][N:15]([CH2:16][C:6]=3[C:5]=2[CH:4]=1)[CH2:17][CH2:18]4. (2) The product is: [F:1][C:2]1[CH:7]=[CH:6][C:5]([CH:8]([CH3:19])[C:9]([O:11][CH3:12])=[O:10])=[C:4]([OH:13])[CH:3]=1. Given the reactants [F:1][C:2]1[CH:7]=[CH:6][C:5]([CH2:8][C:9]([O:11][CH3:12])=[O:10])=[C:4]([O:13]C)[CH:3]=1.B(Br)(Br)Br.[CH2:19](Cl)Cl, predict the reaction product.